This data is from Forward reaction prediction with 1.9M reactions from USPTO patents (1976-2016). The task is: Predict the product of the given reaction. (1) Given the reactants [NH:1]1[CH2:5][CH2:4][CH2:3][CH:2]1[CH2:6][OH:7].[CH3:8][C:9]([O:12][C:13](O[C:13]([O:12][C:9]([CH3:11])([CH3:10])[CH3:8])=[O:14])=[O:14])([CH3:11])[CH3:10], predict the reaction product. The product is: [OH:7][CH2:6][CH:2]1[CH2:3][CH2:4][CH2:5][N:1]1[C:13]([O:12][C:9]([CH3:11])([CH3:10])[CH3:8])=[O:14]. (2) Given the reactants [C:1]([O:4][C@H:5]1[CH2:22][CH2:21][C@@:20]2([CH3:23])[C:7](=[CH:8][CH2:9][C@@H:10]3[C@@H:19]2[CH2:18][CH2:17][C@@:15]2([CH3:16])[C@H:11]3[CH2:12][C:13]([CH:25]=[O:26])=[C:14]2Cl)[CH2:6]1)(=[O:3])[CH3:2].[NH:27]1[CH:31]=[CH:30][CH:29]=[N:28]1.C([O-])([O-])=O.[K+].[K+].C(O[C@H]1CC[C@@]2(C)C(=CC[C@@H]3[C@@H]2CC[C@@]2(C)[C@H]3CCC2N2C=CC=N2)C1)(=O)C, predict the reaction product. The product is: [C:1]([O:4][C@H:5]1[CH2:22][CH2:21][C@@:20]2([CH3:23])[C:7](=[CH:8][CH2:9][C@@H:10]3[C@@H:19]2[CH2:18][CH2:17][C@@:15]2([CH3:16])[C@H:11]3[CH2:12][C:13]([CH:25]=[O:26])=[C:14]2[N:27]2[CH:31]=[CH:30][CH:29]=[N:28]2)[CH2:6]1)(=[O:3])[CH3:2]. (3) The product is: [F:43][C:28]1[CH:29]=[CH:30][C:10]([NH:9][C:7](=[O:8])[C:6]2[CH:32]=[CH:33][C:3]([O:2][CH3:1])=[CH:4][CH:5]=2)=[CH:11][C:12]=1[CH2:13][NH:14][C:15]1[C:24]2[C:19](=[C:20]([C:25]([NH2:27])=[O:26])[CH:21]=[CH:22][CH:23]=2)[N:18]=[CH:17][N:16]=1. Given the reactants [CH3:1][O:2][C:3]1[CH:33]=[CH:32][C:6]([C:7]([N:9](C)[C:10]2[CH:11]=[C:12]([CH:28]=[CH:29][CH:30]=2)[CH2:13][NH:14][C:15]2[C:24]3[C:19](=[C:20]([C:25]([NH2:27])=[O:26])[CH:21]=[CH:22][CH:23]=3)[N:18]=[CH:17][N:16]=2)=[O:8])=[CH:5][CH:4]=1.NC1C=CC([F:43])=C(C=1)C#N.COC1C=CC(C(O)=O)=CC=1, predict the reaction product.